Dataset: Full USPTO retrosynthesis dataset with 1.9M reactions from patents (1976-2016). Task: Predict the reactants needed to synthesize the given product. (1) Given the product [Si:42]([O:20][CH2:19][C:15]1[N:14]([CH2:13][CH2:12][N:9]2[C:10](=[O:11])[C:5]3[CH:4]=[C:3]([CH2:1][CH3:2])[S:37][C:6]=3[N:7]([CH2:22][C:23]3[CH:28]=[CH:27][C:26]([C:29]4[C:30]([C:35]#[N:36])=[CH:31][CH:32]=[CH:33][CH:34]=4)=[CH:25][CH:24]=3)[C:8]2=[O:21])[CH:18]=[CH:17][N:16]=1)([C:38]([CH3:41])([CH3:40])[CH3:39])([CH3:44])[CH3:43], predict the reactants needed to synthesize it. The reactants are: [CH2:1]([C:3]1[S:37][C:6]2[N:7]([CH2:22][C:23]3[CH:28]=[CH:27][C:26]([C:29]4[C:30]([C:35]#[N:36])=[CH:31][CH:32]=[CH:33][CH:34]=4)=[CH:25][CH:24]=3)[C:8](=[O:21])[N:9]([CH2:12][CH2:13][N:14]3[CH:18]=[CH:17][N:16]=[C:15]3[CH2:19][OH:20])[C:10](=[O:11])[C:5]=2[CH:4]=1)[CH3:2].[C:38]([Si:42](Cl)([CH3:44])[CH3:43])([CH3:41])([CH3:40])[CH3:39].C(N(CC)CC)C. (2) Given the product [CH3:2][CH:1]([NH:3][CH2:4]/[CH:5]=[CH:6]\[C:7]1[CH:12]=[C:11]([F:13])[CH:10]=[CH:9][C:8]=1[S:14]([NH:17][C:18]1[C:27]([C:28]([O:30][CH3:31])=[O:29])=[C:26]2[C:21]([CH:22]3[CH2:32][CH:23]3[CH2:24][O:25]2)=[CH:20][CH:19]=1)(=[O:16])=[O:15])[CH3:33], predict the reactants needed to synthesize it. The reactants are: [CH2:1]([NH:3][CH2:4]/[CH:5]=[CH:6]\[C:7]1[CH:12]=[C:11]([F:13])[CH:10]=[CH:9][C:8]=1[S:14]([NH:17][C:18]1[C:27]([C:28]([O:30][CH3:31])=[O:29])=[C:26]2[C:21]([CH:22]3[CH2:32][CH:23]3[CH2:24][O:25]2)=[CH:20][CH:19]=1)(=[O:16])=[O:15])[CH3:2].[CH3:33]OC(N(C1C(C(OC)=O)=C2C(C3CC3CO2)=CC=1)S(C1C=CC(F)=CC=1/C=C\CO)(=O)=O)=O.NC(C)C. (3) Given the product [C:1]([O:5][C:6]([NH:8][CH2:9][CH2:10][O:11][C:12]1[CH:13]=[C:14]([CH:15]=[CH:16][CH:17]=1)[NH2:18])=[O:7])([CH3:4])([CH3:2])[CH3:3], predict the reactants needed to synthesize it. The reactants are: [C:1]([O:5][C:6]([NH:8][CH2:9][CH2:10][O:11][C:12]1[CH:13]=[C:14]([N+:18]([O-])=O)[CH:15]=[CH:16][CH:17]=1)=[O:7])([CH3:4])([CH3:3])[CH3:2]. (4) The reactants are: [Cl:1][C:2]1[CH:10]=[C:6]([C:7]([OH:9])=O)[C:5]([OH:11])=[CH:4][CH:3]=1.[Cl:12][C:13]1[CH:19]=[CH:18][C:16]([NH2:17])=[C:15]([C:20]([F:23])([F:22])[F:21])[CH:14]=1. Given the product [Cl:1][C:2]1[CH:3]=[CH:4][C:5]([OH:11])=[C:6]([CH:10]=1)[C:7]([NH:17][C:16]1[CH:18]=[CH:19][C:13]([Cl:12])=[CH:14][C:15]=1[C:20]([F:23])([F:21])[F:22])=[O:9], predict the reactants needed to synthesize it. (5) The reactants are: [CH:1]1[CH:2]=[CH:3][C:4]([C:23]([OH:25])=[O:24])=[C:5]([C:7]2[C:17]3[CH:18]=[CH:19][C:20]([OH:22])=[CH:21][C:16]=3[O:15][C:14]3[C:8]=2[CH:9]=[CH:10][C:11]([CH:13]=3)=[O:12])[CH:6]=1.S(=O)(=O)(O)O.[C:31](=O)(O)[O-].[Na+]. Given the product [CH3:31][O:24][C:23]([C:4]1[C:5]([C:7]2[C:8]3[CH:9]=[CH:10][C:11]([OH:12])=[CH:13][C:14]=3[O:15][C:16]3[C:17]=2[CH:18]=[CH:19][C:20]([CH:21]=3)=[O:22])=[CH:6][CH:1]=[CH:2][CH:3]=1)=[O:25], predict the reactants needed to synthesize it. (6) The reactants are: [CH2:1]([CH:3]1[C:8]2[NH:9][C:10]3[C:15]([C:7]=2[CH2:6][CH2:5][N:4]1[CH3:17])=[CH:14][C:13]([CH3:16])=[CH:12][CH:11]=3)[CH3:2].N1CCC[C@H]1C(O)=O.[O-]P([O-])([O-])=O.[K+].[K+].[K+].Br[CH:35]=[C:36]([C:38]1[CH:43]=[CH:42][C:41]([F:44])=[C:40]([F:45])[CH:39]=1)[CH3:37]. Given the product [F:45][C:40]1[CH:39]=[C:38](/[C:36](/[CH3:37])=[CH:35]/[N:9]2[C:10]3[C:15](=[CH:14][C:13]([CH3:16])=[CH:12][CH:11]=3)[C:7]3[CH2:6][CH2:5][N:4]([CH3:17])[CH:3]([CH2:1][CH3:2])[C:8]2=3)[CH:43]=[CH:42][C:41]=1[F:44], predict the reactants needed to synthesize it. (7) Given the product [CH2:12]([O:14][NH:15][C:8]([C:6]1[CH:5]=[CH:4][CH:3]=[C:2]([CH3:1])[N:7]=1)=[O:10])[CH3:13], predict the reactants needed to synthesize it. The reactants are: [CH3:1][C:2]1[N:7]=[C:6]([C:8]([OH:10])=O)[CH:5]=[CH:4][CH:3]=1.Cl.[CH2:12]([O:14][NH2:15])[CH3:13].